Dataset: Forward reaction prediction with 1.9M reactions from USPTO patents (1976-2016). Task: Predict the product of the given reaction. (1) Given the reactants [Br:1][C:2]1[CH:3]=[CH:4][C:5]([NH:12][CH2:13][C:14]2[CH:19]=[CH:18][C:17]([O:20][CH3:21])=[CH:16][CH:15]=2)=[C:6]([CH:11]=1)[C:7]([O:9][CH3:10])=[O:8].C(N(CC)CC)C.[S:29]1[CH:33]=[CH:32][CH:31]=[C:30]1[CH2:34][C:35](Cl)=[O:36], predict the reaction product. The product is: [Br:1][C:2]1[CH:3]=[CH:4][C:5]([N:12]([CH2:13][C:14]2[CH:15]=[CH:16][C:17]([O:20][CH3:21])=[CH:18][CH:19]=2)[C:35](=[O:36])[CH2:34][C:30]2[S:29][CH:33]=[CH:32][CH:31]=2)=[C:6]([CH:11]=1)[C:7]([O:9][CH3:10])=[O:8]. (2) Given the reactants S(Cl)(Cl)=O.[NH:5]1[CH2:10][CH2:9][CH:8]([C:11]([OH:13])=[O:12])[CH2:7][CH2:6]1.[CH2:14](O)[C:15]1[CH:20]=[CH:19][CH:18]=[CH:17][CH:16]=1, predict the reaction product. The product is: [CH2:14]([O:12][C:11]([CH:8]1[CH2:9][CH2:10][NH:5][CH2:6][CH2:7]1)=[O:13])[C:15]1[CH:20]=[CH:19][CH:18]=[CH:17][CH:16]=1.